From a dataset of M1 muscarinic receptor antagonist screen with 61,756 compounds. Binary Classification. Given a drug SMILES string, predict its activity (active/inactive) in a high-throughput screening assay against a specified biological target. (1) The drug is O(CC1CCC(=CC1)C)C(=O)Nc1ccccc1. The result is 0 (inactive). (2) The drug is O=C(NCC1N(CCC1)CC)c1n(c2c(c1)c(=O)n(c1c2cccc1)C)C. The result is 0 (inactive).